From a dataset of Reaction yield outcomes from USPTO patents with 853,638 reactions. Predict the reaction yield, written as a fraction of the theoretical maximum amount of product (1.0 means a 100% yield; for example, 0.34 means a 34% yield). (1) The reactants are [Cl-].O[NH3+:3].[C:4](=[O:7])([O-])[OH:5].[Na+].CS(C)=O.[N:13]1([CH:19]2[CH2:24][CH2:23][CH:22]([N:25]3[C:30](=[O:31])[C:29]([CH2:32][C:33]4[CH:38]=[CH:37][C:36]([C:39]5[C:40]([C:45]#[N:46])=[CH:41][CH:42]=[CH:43][CH:44]=5)=[CH:35][CH:34]=4)=[C:28]([CH2:47][CH2:48][CH3:49])[N:27]4[N:50]=[CH:51][N:52]=[C:26]34)[CH2:21][CH2:20]2)[CH2:18][CH2:17][O:16][CH2:15][CH2:14]1. The catalyst is C(OCC)(=O)C. The product is [N:13]1([CH:19]2[CH2:24][CH2:23][CH:22]([N:25]3[C:30](=[O:31])[C:29]([CH2:32][C:33]4[CH:38]=[CH:37][C:36]([C:39]5[CH:44]=[CH:43][CH:42]=[CH:41][C:40]=5[C:45]5[NH:3][C:4](=[O:7])[O:5][N:46]=5)=[CH:35][CH:34]=4)=[C:28]([CH2:47][CH2:48][CH3:49])[N:27]4[N:50]=[CH:51][N:52]=[C:26]34)[CH2:21][CH2:20]2)[CH2:18][CH2:17][O:16][CH2:15][CH2:14]1. The yield is 0.200. (2) The reactants are I.[CH3:2][S:3][C:4]1[NH:5][CH2:6][CH2:7][N:8]=1.C(N(CC)CC)C.[CH3:16][O:17][C:18]1[CH:19]=[C:20]([CH:24]=[CH:25][CH:26]=1)[C:21](Cl)=[O:22]. The catalyst is C(Cl)Cl. The product is [CH3:16][O:17][C:18]1[CH:19]=[C:20]([C:21]([N:8]2[CH2:7][CH2:6][N:5]=[C:4]2[S:3][CH3:2])=[O:22])[CH:24]=[CH:25][CH:26]=1. The yield is 1.00. (3) The reactants are [Cl:1][C:2]([Cl:26])([Cl:25])[C:3]([N:5]1[CH2:10][CH2:9][N:8]([C:11]2[CH:16]=[CH:15][CH:14]=[CH:13][C:12]=2[O:17][CH2:18][C:19]([F:24])([F:23])[CH:20]([F:22])[F:21])[CH2:7][CH2:6]1)=[O:4].[Cl:27][S:28](O)(=[O:30])=[O:29]. The catalyst is ClCCl. The product is [F:23][C:19]([F:24])([CH:20]([F:22])[F:21])[CH2:18][O:17][C:12]1[CH:13]=[CH:14][C:15]([S:28]([Cl:27])(=[O:30])=[O:29])=[CH:16][C:11]=1[N:8]1[CH2:9][CH2:10][N:5]([C:3](=[O:4])[C:2]([Cl:1])([Cl:25])[Cl:26])[CH2:6][CH2:7]1. The yield is 0.932. (4) The reactants are Br[CH2:2][CH2:3][N:4]1[CH2:9][C:8]2[CH:10]=[C:11]([F:14])[CH:12]=[CH:13][C:7]=2[N:6]([C:15]2[CH:20]=[CH:19][CH:18]=[CH:17][C:16]=2[F:21])[S:5]1(=[O:23])=[O:22].[CH:24]1([NH2:27])[CH2:26][CH2:25]1.Cl. No catalyst specified. The product is [F:14][C:11]1[CH:12]=[CH:13][C:7]2[N:6]([C:15]3[CH:20]=[CH:19][CH:18]=[CH:17][C:16]=3[F:21])[S:5](=[O:23])(=[O:22])[N:4]([CH2:3][CH2:2][NH:27][CH:24]3[CH2:26][CH2:25]3)[CH2:9][C:8]=2[CH:10]=1. The yield is 0.950. (5) The product is [F:1][C:2]1[CH:7]=[CH:6][C:5]([CH:8]([O:16][C:17]2[CH:18]=[CH:19][C:20]([CH2:35][CH2:36][C:37]3[CH:38]=[CH:39][C:40]([F:43])=[CH:41][CH:42]=3)=[C:21]([CH:34]=2)[C:22]([NH:24][C@@H:25]([CH2:30][CH2:31][S:32][CH3:33])[C:26]([OH:28])=[O:27])=[O:23])[CH2:9][N:10]2[CH:14]=[CH:13][N:12]=[C:11]2[CH3:15])=[CH:4][CH:3]=1. The yield is 0.640. The reactants are [F:1][C:2]1[CH:7]=[CH:6][C:5]([CH:8]([O:16][C:17]2[CH:18]=[CH:19][C:20]([CH2:35][CH2:36][C:37]3[CH:42]=[CH:41][C:40]([F:43])=[CH:39][CH:38]=3)=[C:21]([CH:34]=2)[C:22]([NH:24][C@@H:25]([CH2:30][CH2:31][S:32][CH3:33])[C:26]([O:28]C)=[O:27])=[O:23])[CH2:9][N:10]2[CH:14]=[CH:13][N:12]=[C:11]2[CH3:15])=[CH:4][CH:3]=1.[OH-].[Na+]. No catalyst specified. (6) The reactants are Cl[C:2]1[C:11]2[C:6](=[CH:7][CH:8]=[CH:9][CH:10]=2)[N:5]=[CH:4][C:3]=1[N+:12]([O-:14])=[O:13].[NH2:15][CH2:16][C:17]1([OH:23])[CH2:22][CH2:21][O:20][CH2:19][CH2:18]1. The catalyst is O. The product is [N+:12]([C:3]1[CH:4]=[N:5][C:6]2[C:11]([C:2]=1[NH:15][CH2:16][C:17]1([OH:23])[CH2:22][CH2:21][O:20][CH2:19][CH2:18]1)=[CH:10][CH:9]=[CH:8][CH:7]=2)([O-:14])=[O:13]. The yield is 0.900. (7) The reactants are [F:1][C:2]([F:16])([C:8]1[CH:9]=[N:10][N:11]([CH3:15])[C:12](=[O:14])[CH:13]=1)[C:3]([O:5]CC)=[O:4].Cl. The catalyst is O1CCOCC1.O. The product is [F:16][C:2]([F:1])([C:8]1[CH:9]=[N:10][N:11]([CH3:15])[C:12](=[O:14])[CH:13]=1)[C:3]([OH:5])=[O:4]. The yield is 0.660.